From a dataset of NCI-60 drug combinations with 297,098 pairs across 59 cell lines. Regression. Given two drug SMILES strings and cell line genomic features, predict the synergy score measuring deviation from expected non-interaction effect. Drug 1: CCC1(CC2CC(C3=C(CCN(C2)C1)C4=CC=CC=C4N3)(C5=C(C=C6C(=C5)C78CCN9C7C(C=CC9)(C(C(C8N6C=O)(C(=O)OC)O)OC(=O)C)CC)OC)C(=O)OC)O.OS(=O)(=O)O. Drug 2: CC1=C(C(=CC=C1)Cl)NC(=O)C2=CN=C(S2)NC3=CC(=NC(=N3)C)N4CCN(CC4)CCO. Cell line: CCRF-CEM. Synergy scores: CSS=28.1, Synergy_ZIP=0.139, Synergy_Bliss=-0.141, Synergy_Loewe=-2.53, Synergy_HSA=-2.17.